From a dataset of Reaction yield outcomes from USPTO patents with 853,638 reactions. Predict the reaction yield, written as a fraction of the theoretical maximum amount of product (1.0 means a 100% yield; for example, 0.34 means a 34% yield). (1) The product is [CH2:1]([C:5]1[N:6]([CH2:16][C:15]2[CH:18]=[CH:19][CH:20]=[CH:21][C:14]=2[Cl:13])[CH:7]=[CH:8][N:9]=1)[CH2:2][CH2:3][CH3:4]. The catalyst is CO. The yield is 0.610. The reactants are [CH2:1]([C:5]1[NH:6][CH:7]=[CH:8][N:9]=1)[CH2:2][CH2:3][CH3:4].C[O-].[Na+].[Cl:13][C:14]1[CH:21]=[CH:20][CH:19]=[CH:18][C:15]=1[CH2:16]Br. (2) The reactants are [CH3:1][O:2][C:3]1[CH:11]=[C:10]2[C:6]([CH:7]=[C:8]([CH3:12])[NH:9]2)=[CH:5][CH:4]=1.[C:13](O[C:13]([C:15]([F:18])([F:17])[F:16])=[O:14])([C:15]([F:18])([F:17])[F:16])=[O:14]. The catalyst is C1COCC1. The product is [F:16][C:15]([F:18])([F:17])[C:13]([C:7]1[C:6]2[C:10](=[CH:11][C:3]([O:2][CH3:1])=[CH:4][CH:5]=2)[NH:9][C:8]=1[CH3:12])=[O:14]. The yield is 0.820. (3) The reactants are [O:1]=[C:2]1[C:11]2[C:6](=[CH:7][CH:8]=[CH:9][CH:10]=2)[N:5]=[C:4]([CH2:12][CH2:13][CH2:14][C:15]([OH:17])=O)[NH:3]1.F[C:19]1[CH:32]=[CH:31][C:22]([O:23][C@H:24]2[CH2:29][CH2:28][C@H:27]([NH2:30])[CH2:26][CH2:25]2)=[CH:21][CH:20]=1.C[CH2:34][N:35](C(C)C)C(C)C. The catalyst is C(Cl)Cl. The product is [C:34]([C:19]1[CH:32]=[CH:31][C:22]([O:23][C@H:24]2[CH2:29][CH2:28][C@H:27]([NH:30][C:15](=[O:17])[CH2:14][CH2:13][CH2:12][C:4]3[NH:3][C:2](=[O:1])[C:11]4[C:6](=[CH:7][CH:8]=[CH:9][CH:10]=4)[N:5]=3)[CH2:26][CH2:25]2)=[CH:21][CH:20]=1)#[N:35]. The yield is 0.430. (4) The reactants are [C:1]([C:5]1[N:9]([CH2:10][CH:11]2[CH2:16][CH2:15][C:14]([F:18])([F:17])[CH2:13][CH2:12]2)[C:8]2[CH:19]=[CH:20][C:21]([S:23]([N:26]3[CH2:29][CH:28]([OH:30])[CH2:27]3)(=[O:25])=[O:24])=[CH:22][C:7]=2[N:6]=1)([CH3:4])([CH3:3])[CH3:2].C(N(CC)CC)C.[CH2:38]([N:40]=[C:41]=[O:42])[CH3:39]. The catalyst is ClCCl. The product is [CH2:38]([NH:40][C:41](=[O:42])[O:30][CH:28]1[CH2:27][N:26]([S:23]([C:21]2[CH:20]=[CH:19][C:8]3[N:9]([CH2:10][CH:11]4[CH2:16][CH2:15][C:14]([F:17])([F:18])[CH2:13][CH2:12]4)[C:5]([C:1]([CH3:4])([CH3:2])[CH3:3])=[N:6][C:7]=3[CH:22]=2)(=[O:25])=[O:24])[CH2:29]1)[CH3:39]. The yield is 0.850. (5) The reactants are [CH3:1][CH:2]([NH2:24])[C:3]#[C:4][C:5]1[S:9][C:8]([O:10][C:11]2[CH:16]=[CH:15][C:14]([O:17][C:18]3[CH:23]=[CH:22][CH:21]=[CH:20][CH:19]=3)=[CH:13][CH:12]=2)=[N:7][CH:6]=1.[C:25](O)(=[O:28])[CH2:26][CH3:27].CN(C(ON1N=NC2C=CC=CC1=2)=[N+](C)C)C.[B-](F)(F)(F)F.C(N(C(C)C)CC)(C)C. The catalyst is CN(C=O)C. The product is [CH3:1][CH:2]([NH:24][C:25](=[O:28])[CH2:26][CH3:27])[C:3]#[C:4][C:5]1[S:9][C:8]([O:10][C:11]2[CH:16]=[CH:15][C:14]([O:17][C:18]3[CH:23]=[CH:22][CH:21]=[CH:20][CH:19]=3)=[CH:13][CH:12]=2)=[N:7][CH:6]=1. The yield is 0.650.